Dataset: Full USPTO retrosynthesis dataset with 1.9M reactions from patents (1976-2016). Task: Predict the reactants needed to synthesize the given product. (1) Given the product [Br:106][C:98]1[CH:97]=[C:96]([CH:101]=[CH:100][C:99]=1[C:102]([CH3:103])([CH3:105])[CH3:104])[C:95]([N:83]1[C@@H:84]([C:90]2[S:91][CH:92]=[CH:93][N:94]=2)[C@@H:85]([C:87]2[O:88][N:1]=[CH:2][N:89]=2)[CH2:86][C@@:82]1([CH2:108][CH:109]([CH3:110])[CH3:111])[C:80]([OH:79])=[O:81])=[O:107], predict the reactants needed to synthesize it. The reactants are: [NH2:1][C:2]([C@@H]1[C@H](C2SC=CN=2)N[C@](CC(C)C)(C(OC(C)(C)C)=O)C1)=O.BrC1C=C(C=CC=1C(C)(C)C)C(Cl)=O.NC([C@@H]1[C@H](C2SC=CN=2)N(C(=O)C2C=CC(C(C)(C)C)=CC=2)[C@](CC(C)C)(C(OC(C)(C)C)=O)C1)=O.C([O:79][C:80]([C@:82]1([CH2:108][CH:109]([CH3:111])[CH3:110])[CH2:86][C@H:85]([C:87]([NH2:89])=[O:88])[C@H:84]([C:90]2[S:91][CH:92]=[CH:93][N:94]=2)[N:83]1[C:95](=[O:107])[C:96]1[CH:101]=[CH:100][C:99]([C:102]([CH3:105])([CH3:104])[CH3:103])=[C:98]([Br:106])[CH:97]=1)=[O:81])(C)(C)C.O1C=NC=N1. (2) Given the product [CH3:14][N:12]([CH3:13])[C:8]1[S:9][C@H:10]2[O:11][C@H:3]([CH2:1][CH3:2])[C@@H:4]([OH:25])[C@H:5]([OH:15])[C@H:6]2[N:7]=1, predict the reactants needed to synthesize it. The reactants are: [CH2:1]([C@H:3]1[O:11][C@H:10]2[C@H:6]([N:7]=[C:8]([N:12]([CH3:14])[CH3:13])[S:9]2)[C@@H:5]([O:15]CC2C=CC(OC)=CC=2)[C@@H:4]1[O:25]CC1C=CC(OC)=CC=1)[CH3:2].C(O)(C(F)(F)F)=O.[NH4+].[OH-]. (3) Given the product [C:14]([NH:21][C@H:22]([C:26]([OH:28])=[O:27])[CH2:23][O:24][CH3:25])([O:16][C:17]([CH3:20])([CH3:19])[CH3:18])=[O:15], predict the reactants needed to synthesize it. The reactants are: C1([NH2+]C2CCCCC2)CCCCC1.[C:14]([NH:21][C@H:22]([C:26]([O-:28])=[O:27])[CH2:23][O:24][CH3:25])([O:16][C:17]([CH3:20])([CH3:19])[CH3:18])=[O:15].